This data is from Full USPTO retrosynthesis dataset with 1.9M reactions from patents (1976-2016). The task is: Predict the reactants needed to synthesize the given product. Given the product [Cl:1][C:2]1[CH:10]=[C:9]2[C:5]([C:6]([C:15]([N:17]3[CH2:22][CH2:21][CH:20]([C:23]4[C:31]5[O:30][CH2:29][CH2:28][C:27]=5[CH:26]=[CH:25][CH:24]=4)[CH2:19][CH2:18]3)=[O:16])=[CH:7][N:8]2[CH2:11][C:12]([NH2:32])=[O:13])=[CH:4][CH:3]=1, predict the reactants needed to synthesize it. The reactants are: [Cl:1][C:2]1[CH:10]=[C:9]2[C:5]([C:6]([C:15]([N:17]3[CH2:22][CH2:21][CH:20]([C:23]4[C:31]5[O:30][CH2:29][CH2:28][C:27]=5[CH:26]=[CH:25][CH:24]=4)[CH2:19][CH2:18]3)=[O:16])=[CH:7][N:8]2[CH2:11][C:12](O)=[O:13])=[CH:4][CH:3]=1.[NH3:32].